From a dataset of Full USPTO retrosynthesis dataset with 1.9M reactions from patents (1976-2016). Predict the reactants needed to synthesize the given product. Given the product [C:24]([C:21]1[CH:22]=[CH:23][C:18]([N:12]2[C:13](=[O:17])[C:14]([CH3:15])([CH3:16])[N:10]([C:7]3[CH:8]=[CH:9][C:4]([C:3]([NH:33][CH3:32])=[O:31])=[CH:5][CH:6]=3)[C:11]2=[S:30])=[CH:19][C:20]=1[C:26]([F:29])([F:28])[F:27])#[N:25], predict the reactants needed to synthesize it. The reactants are: CO[C:3](=[O:31])[C:4]1[CH:9]=[CH:8][C:7]([N:10]2[C:14]([CH3:16])([CH3:15])[C:13](=[O:17])[N:12]([C:18]3[CH:23]=[CH:22][C:21]([C:24]#[N:25])=[C:20]([C:26]([F:29])([F:28])[F:27])[CH:19]=3)[C:11]2=[S:30])=[CH:6][CH:5]=1.[CH3:32][NH2:33].